Predict the product of the given reaction. From a dataset of Forward reaction prediction with 1.9M reactions from USPTO patents (1976-2016). (1) Given the reactants C(OC([NH:8][C:9]1[CH:10]=[CH:11][C:12](I)=[C:13]([NH:15][C:16](=[O:19])[O:17][CH3:18])[CH:14]=1)=O)(C)(C)C.[NH2:21][C:22]1C=C(NC(=O)OC(C)(C)C)C=CC=1I.C(=O)([O-])O.[Na+].C(Cl)(=O)OC, predict the reaction product. The product is: [NH2:8][C:9]1[CH:10]=[CH:11][C:12]([C:22]#[N:21])=[C:13]([NH:15][C:16](=[O:19])[O:17][CH3:18])[CH:14]=1. (2) Given the reactants [CH3:1][O:2][C:3]1[CH:47]=[CH:46][C:6]([CH2:7][N:8]([CH2:37][C:38]2[CH:43]=[CH:42][C:41]([O:44][CH3:45])=[CH:40][CH:39]=2)[C:9]2[N:14]=[C:13]([CH3:15])[N:12]=[C:11]([C:16]3[CH:17]=[C:18]([CH:31](O)[C:32]([F:35])([F:34])[F:33])[CH:19]=[N:20][C:21]=3[NH:22][C:23]3[CH:24]=[N:25][C:26]([O:29][CH3:30])=[CH:27][CH:28]=3)[N:10]=2)=[CH:5][CH:4]=1.[Cl:48]CCl.C(N(CC)CC)C.CS(Cl)(=O)=O, predict the reaction product. The product is: [Cl:48][CH:31]([C:18]1[CH:17]=[C:16]([C:11]2[N:12]=[C:13]([CH3:15])[N:14]=[C:9]([N:8]([CH2:37][C:38]3[CH:43]=[CH:42][C:41]([O:44][CH3:45])=[CH:40][CH:39]=3)[CH2:7][C:6]3[CH:5]=[CH:4][C:3]([O:2][CH3:1])=[CH:47][CH:46]=3)[N:10]=2)[C:21]([NH:22][C:23]2[CH:24]=[N:25][C:26]([O:29][CH3:30])=[CH:27][CH:28]=2)=[N:20][CH:19]=1)[C:32]([F:35])([F:34])[F:33]. (3) The product is: [Cl:1][C:2]1[CH:3]=[C:4]([C:12]2[S:13][C:14]([C:17]3[CH:35]=[CH:34][C:20]4[CH2:21][CH2:22][N:23]([CH2:26][CH2:27][CH2:28][C:29]([OH:31])=[O:30])[CH2:24][CH2:25][C:19]=4[CH:18]=3)=[CH:15][N:16]=2)[CH:5]=[CH:6][C:7]=1[O:8][CH:9]([CH3:11])[CH3:10]. Given the reactants [Cl:1][C:2]1[CH:3]=[C:4]([C:12]2[S:13][C:14]([C:17]3[CH:35]=[CH:34][C:20]4[CH2:21][CH2:22][N:23]([CH2:26][CH2:27][CH2:28][C:29]([O:31]CC)=[O:30])[CH2:24][CH2:25][C:19]=4[CH:18]=3)=[CH:15][N:16]=2)[CH:5]=[CH:6][C:7]=1[O:8][CH:9]([CH3:11])[CH3:10].[OH-].[Na+], predict the reaction product. (4) Given the reactants [CH2:1]([N:8]([CH3:30])[CH2:9][CH2:10][C:11]1[N:16]=[C:15]([C:17]([NH:19][CH2:20][C:21]2[CH:26]=[CH:25][C:24]([F:27])=[CH:23][CH:22]=2)=[O:18])[C:14]([OH:28])=[C:13]([OH:29])[N:12]=1)C1C=CC=CC=1.C(C1NC=CN=1)(C1NC=CN=1)=[O:32].CC(C)([O-])C.[K+], predict the reaction product. The product is: [F:27][C:24]1[CH:23]=[CH:22][C:21]([CH2:20][NH:19][C:17]([C:15]2[N:16]=[C:11]3[CH2:10][CH2:9][N:8]([CH3:1])[C:30](=[O:32])[N:12]3[C:13](=[O:29])[C:14]=2[OH:28])=[O:18])=[CH:26][CH:25]=1. (5) The product is: [NH2:26][NH:27][C:17]([C@H:12]1[N:11]2[C:15](=[CH:16][C:8]([C:6]3[CH:7]=[C:2]([Cl:1])[CH:3]=[CH:4][C:5]=3[N:20]3[CH:24]=[N:23][N:22]=[N:21]3)=[CH:9][C:10]2=[O:25])[CH2:14][CH2:13]1)=[NH:18]. Given the reactants [Cl:1][C:2]1[CH:3]=[CH:4][C:5]([N:20]2[CH:24]=[N:23][N:22]=[N:21]2)=[C:6]([C:8]2[CH:16]=[C:15]3[N:11]([C@H:12]([C:17]#[N:18])[CH2:13][CH2:14]3)[C:10](=O)[CH:9]=2)[CH:7]=1.[OH2:25].[NH2:26][NH2:27], predict the reaction product. (6) The product is: [CH2:52]([O:51][C:49]([CH:46]1[CH2:45][CH2:44][N:43]([C:41]([N:38]2[CH2:39][CH2:40][CH:35]([NH:34][C:33]3[CH:54]=[CH:55][C:30]([CH2:29][CH2:28][NH:27][CH2:26][C@H:25]([OH:56])[CH2:24][O:23][C:22]4[CH:57]=[CH:58][C:19]([OH:18])=[CH:20][CH:21]=4)=[CH:31][CH:32]=3)[CH2:36][CH2:37]2)=[O:42])[CH2:48][CH2:47]1)=[O:50])[CH3:53]. Given the reactants [Si]([O:18][C:19]1[CH:58]=[CH:57][C:22]([O:23][CH2:24][C@@H:25]([OH:56])[CH2:26][NH:27][CH2:28][CH2:29][C:30]2[CH:55]=[CH:54][C:33]([NH:34][CH:35]3[CH2:40][CH2:39][N:38]([C:41]([N:43]4[CH2:48][CH2:47][CH:46]([C:49]([O:51][CH2:52][CH3:53])=[O:50])[CH2:45][CH2:44]4)=[O:42])[CH2:37][CH2:36]3)=[CH:32][CH:31]=2)=[CH:21][CH:20]=1)(C(C)(C)C)(C1C=CC=CC=1)C1C=CC=CC=1, predict the reaction product. (7) Given the reactants [NH2:1][C:2]1[CH:10]=[CH:9][CH:8]=[C:7]([CH3:11])[C:3]=1[C:4]([OH:6])=O.O=S(Cl)Cl.[Cl:16][C:17]1[CH:23]=[CH:22][CH:21]=[CH:20][C:18]=1[NH2:19].C(Cl)(Cl)Cl, predict the reaction product. The product is: [NH2:1][C:2]1[CH:10]=[CH:9][CH:8]=[C:7]([CH3:11])[C:3]=1[C:4]([NH:19][C:18]1[CH:20]=[CH:21][CH:22]=[CH:23][C:17]=1[Cl:16])=[O:6].